Dataset: Full USPTO retrosynthesis dataset with 1.9M reactions from patents (1976-2016). Task: Predict the reactants needed to synthesize the given product. Given the product [Cl:1][C:2]1[C:3]([C:9](=[N:28][O:27][CH3:26])[CH2:10][NH:11][C:12](=[O:23])[C:13]2[CH:18]=[CH:17][CH:16]=[CH:15][C:14]=2[C:19]([F:22])([F:21])[F:20])=[N:4][CH:5]=[C:6]([Cl:8])[CH:7]=1, predict the reactants needed to synthesize it. The reactants are: [Cl:1][C:2]1[C:3]([C:9](=O)[CH2:10][NH:11][C:12](=[O:23])[C:13]2[CH:18]=[CH:17][CH:16]=[CH:15][C:14]=2[C:19]([F:22])([F:21])[F:20])=[N:4][CH:5]=[C:6]([Cl:8])[CH:7]=1.Cl.[CH3:26][O:27][NH2:28].N1C=CC=CC=1.O.